Dataset: Catalyst prediction with 721,799 reactions and 888 catalyst types from USPTO. Task: Predict which catalyst facilitates the given reaction. (1) Product: [ClH:1].[CH3:2][O:3][C:4]1[CH:9]=[C:8]([CH3:10])[C:7]([S:11]([N:14]2[CH2:19][CH2:18][CH2:17][CH2:16][CH:15]2[CH2:20][O:21][CH2:22][C:23]([N:25]2[CH2:26][CH2:27][NH:28][CH2:29][CH2:30]2)=[O:24])(=[O:12])=[O:13])=[C:6]([CH3:38])[CH:5]=1. The catalyst class is: 27. Reactant: [ClH:1].[CH3:2][O:3][C:4]1[CH:9]=[C:8]([CH3:10])[C:7]([S:11]([N:14]2[CH2:19][CH2:18][CH2:17][CH2:16][CH:15]2[CH2:20][O:21][CH2:22][C:23]([N:25]2[CH2:30][CH2:29][N:28](C(OC(C)(C)C)=O)[CH2:27][CH2:26]2)=[O:24])(=[O:13])=[O:12])=[C:6]([CH3:38])[CH:5]=1. (2) The catalyst class is: 3. Product: [Cl:1][C:2]1[N:3]=[CH:4][CH:5]=[C:6]2[CH:10]=[CH:9][N:8]([CH2:14][CH2:15][O:16][CH3:17])[C:7]=12. Reactant: [Cl:1][C:2]1[N:3]=[CH:4][CH:5]=[C:6]2[CH:10]=[CH:9][NH:8][C:7]=12.[H-].[Na+].Br[CH2:14][CH2:15][O:16][CH3:17].[Na+].[I-]. (3) Reactant: [NH2:1][C:2]1[C:3]([NH:8][C:9]2[CH:14]=[CH:13][CH:12]=[C:11](/[CH:15]=[CH:16]/[C:17]3[CH:22]=[CH:21][N:20]=[CH:19][CH:18]=3)[CH:10]=2)=[N:4][CH:5]=[CH:6][CH:7]=1.[N:23]1[CH:28]=[CH:27][CH:26]=[C:25]([CH2:29][C:30](=O)[C:31](O)=[O:32])[CH:24]=1. Product: [N:23]1[CH:28]=[CH:27][CH:26]=[C:25]([CH2:29][C:30]2[C:31](=[O:32])[N:8]([C:9]3[CH:14]=[CH:13][CH:12]=[C:11](/[CH:15]=[CH:16]/[C:17]4[CH:18]=[CH:19][N:20]=[CH:21][CH:22]=4)[CH:10]=3)[C:3]3[N:4]=[CH:5][CH:6]=[CH:7][C:2]=3[N:1]=2)[CH:24]=1. The catalyst class is: 8. (4) Reactant: [CH3:1][O:2][C:3]1[CH:8]=[C:7]([O:9][C:10]([F:13])([F:12])[F:11])[CH:6]=[CH:5][C:4]=1[C:14]1[N:15]=[C:16]2[C:23]([OH:24])=[N:22][NH:21][C:17]2=[N:18][C:19]=1[CH3:20].C([O-])([O-])=O.[K+].[K+].Br[CH:32]([CH2:35][CH3:36])[CH2:33][CH3:34]. Product: [CH2:33]([CH:32]([N:21]1[C:17]2=[N:18][C:19]([CH3:20])=[C:14]([C:4]3[CH:5]=[CH:6][C:7]([O:9][C:10]([F:12])([F:13])[F:11])=[CH:8][C:3]=3[O:2][CH3:1])[N:15]=[C:16]2[C:23]([OH:24])=[N:22]1)[CH2:35][CH3:36])[CH3:34].[CH2:33]([CH:32]([O:24][C:23]1[C:16]2[C:17](=[N:18][C:19]([CH3:20])=[C:14]([C:4]3[CH:5]=[CH:6][C:7]([O:9][C:10]([F:12])([F:13])[F:11])=[CH:8][C:3]=3[O:2][CH3:1])[N:15]=2)[NH:21][N:22]=1)[CH2:35][CH3:36])[CH3:34]. The catalyst class is: 3. (5) Reactant: CC([O:4][C@@H:5]1[C:19](=[O:20])[C@H:18]2[C@@:8]([CH3:27])([CH2:9][CH2:10][C@@H:11]3[C@:17]2([CH3:21])[CH2:16][C@H:15]([C:22]2[CH:23]=[CH:24][O:25][CH:26]=2)[O:14][C:12]3=[O:13])[C@H:7]([C:28]([O:30][CH3:31])=[O:29])[CH2:6]1)=O.C([O-])(O)=O.[Na+]. Product: [CH3:27][C@:8]12[C@H:7]([C:28]([O:30][CH3:31])=[O:29])[CH2:6][C@H:5]([OH:4])[C:19](=[O:20])[C@@H:18]1[C@:17]1([CH3:21])[C@H:11]([C:12]([O:14][C@@H:15]([C:22]3[CH:23]=[CH:24][O:25][CH:26]=3)[CH2:16]1)=[O:13])[CH2:10][CH2:9]2. The catalyst class is: 249. (6) The catalyst class is: 2. Reactant: [CH3:1][NH:2][C@H:3]1[CH2:8][CH2:7][C@H:6]([OH:9])[CH2:5][CH2:4]1.[CH:10]1[C:15]([O:16][C:17](Cl)=[O:18])=[CH:14][CH:13]=[C:12]([Cl:20])[CH:11]=1.CCN(C(C)C)C(C)C. Product: [Cl:20][C:12]1[CH:13]=[CH:14][C:15]([O:16][C:17](=[O:18])[N:2]([C@H:3]2[CH2:8][CH2:7][C@H:6]([OH:9])[CH2:5][CH2:4]2)[CH3:1])=[CH:10][CH:11]=1. (7) Product: [CH3:1][S:2]([OH:5])(=[O:4])=[O:3].[OH:24][C@H:15]([CH2:16][O:17][C:18]1[CH:19]=[CH:20][CH:21]=[CH:22][CH:23]=1)[CH2:14][NH:13][CH:25]1[CH2:31][C:30]2[CH:32]=[C:33]([O:36][CH2:37][C:38]([NH2:40])=[O:39])[CH:34]=[CH:35][C:29]=2[CH2:28][CH2:27][CH2:26]1. Reactant: [CH3:1][S:2]([OH:5])(=[O:4])=[O:3].C([N:13]([CH:25]1[CH2:31][C:30]2[CH:32]=[C:33]([O:36][CH2:37][C:38]([NH2:40])=[O:39])[CH:34]=[CH:35][C:29]=2[CH2:28][CH2:27][CH2:26]1)[CH2:14][C@H:15]([OH:24])[CH2:16][O:17][C:18]1[CH:23]=[CH:22][CH:21]=[CH:20][CH:19]=1)C1C=CC=CC=1.[H][H]. The catalyst class is: 63.